Dataset: Forward reaction prediction with 1.9M reactions from USPTO patents (1976-2016). Task: Predict the product of the given reaction. (1) Given the reactants [CH3:1][C:2]([CH3:22])([CH3:21])[CH2:3][C:4]1[N:9]=[C:8]([CH2:10][OH:11])[CH:7]=[CH:6][C:5]=1[C:12]1[CH:17]=[C:16]([O:18][CH3:19])[CH:15]=[CH:14][C:13]=1[F:20].Cl[C:24]1[N:29]=[C:28]([O:30][CH3:31])[N:27]=[C:26]([CH:32]=[CH:33][C:34]([O:36]C)=[O:35])[CH:25]=1.[H-].[Na+].Cl, predict the reaction product. The product is: [CH3:1][C:2]([CH3:22])([CH3:21])[CH2:3][C:4]1[N:9]=[C:8]([CH2:10][O:11][C:24]2[N:29]=[C:28]([O:30][CH3:31])[N:27]=[C:26]([CH:32]=[CH:33][C:34]([OH:36])=[O:35])[CH:25]=2)[CH:7]=[CH:6][C:5]=1[C:12]1[CH:17]=[C:16]([O:18][CH3:19])[CH:15]=[CH:14][C:13]=1[F:20]. (2) Given the reactants [Br:1][C:2]1[CH:7]=[CH:6][C:5]([CH2:8]Br)=[CH:4][CH:3]=1.[C:10]([C:12]1[CH:17]=[CH:16][C:15](B(O)O)=[CH:14][CH:13]=1)#[N:11].O.P([O-])([O-])([O-])=O.[K+].[K+].[K+], predict the reaction product. The product is: [Br:1][C:2]1[CH:7]=[CH:6][C:5]([CH2:8][C:15]2[CH:16]=[CH:17][C:12]([C:10]#[N:11])=[CH:13][CH:14]=2)=[CH:4][CH:3]=1. (3) The product is: [F:24][C:17]1[C:18]([CH:22]=[CH2:23])=[CH:19][CH:20]=[CH:21][C:16]=1[O:15][C:13]1[CH2:14][N:10]([C@@H:5]([CH2:6][CH:7]([CH3:8])[CH3:9])[C:4]([OH:26])=[O:3])[C:11](=[O:25])[CH:12]=1. Given the reactants C([O:3][C:4](=[O:26])[C@@H:5]([N:10]1[CH2:14][C:13]([O:15][C:16]2[CH:21]=[CH:20][CH:19]=[C:18]([CH:22]=[CH2:23])[C:17]=2[F:24])=[CH:12][C:11]1=[O:25])[CH2:6][CH:7]([CH3:9])[CH3:8])C.O.[OH-].[Li+], predict the reaction product. (4) Given the reactants C1(C)C=CC=CC=1OC1C=CC=CC=1[C@]([C@@H]1CCCNC1)(O)CCCCOC.CSC(SC)=C[N+]([O-])=O.CCN(C(C)C)C(C)C.[C:47]1([CH3:81])[CH:52]=[CH:51][CH:50]=[CH:49][C:48]=1[O:53][C:54]1[CH:59]=[CH:58][CH:57]=[CH:56][C:55]=1[C@:60]([C@@H:68]1[CH2:73][CH2:72][CH2:71][N:70]([C:74](SC)=[CH:75][N+:76]([O-:78])=[O:77])[CH2:69]1)([OH:67])[CH2:61][CH2:62][CH2:63][CH2:64][O:65][CH3:66].[NH:82]1[CH2:86][CH2:85][C@H:84]([NH:87][C:88](=[O:94])[O:89][C:90]([CH3:93])([CH3:92])[CH3:91])[CH2:83]1, predict the reaction product. The product is: [C:47]1([CH3:81])[CH:52]=[CH:51][CH:50]=[CH:49][C:48]=1[O:53][C:54]1[CH:59]=[CH:58][CH:57]=[CH:56][C:55]=1[C@:60]([C@@H:68]1[CH2:73][CH2:72][CH2:71][N:70]([C:74]([N:82]2[CH2:86][CH2:85][C@H:84]([NH:87][C:88](=[O:94])[O:89][C:90]([CH3:92])([CH3:91])[CH3:93])[CH2:83]2)=[CH:75][N+:76]([O-:78])=[O:77])[CH2:69]1)([OH:67])[CH2:61][CH2:62][CH2:63][CH2:64][O:65][CH3:66]. (5) Given the reactants [NH2:1][C:2]1[N:7]=[C:6]([CH3:8])[CH:5]=[C:4](Cl)[N:3]=1.[N+:10]([C:13]1[CH:14]=[C:15]([CH:17]=[CH:18][CH:19]=1)[NH2:16])([O-:12])=[O:11].Cl, predict the reaction product. The product is: [CH3:8][C:6]1[N:7]=[C:2]([NH2:1])[N:3]=[C:4]([NH:16][C:15]2[CH:17]=[CH:18][CH:19]=[C:13]([N+:10]([O-:12])=[O:11])[CH:14]=2)[CH:5]=1. (6) Given the reactants [Cl:1][C:2]1[CH:10]=[CH:9][C:8]([N:11]2[CH:15]=[CH:14]C=[N:12]2)=[CH:7][C:3]=1[C:4]([NH2:6])=[O:5].[NH:16]1C=CN=N1.ClC1C=CC(F)=CC=1C(N)=O, predict the reaction product. The product is: [Cl:1][C:2]1[CH:10]=[CH:9][C:8]([N:11]2[CH:15]=[CH:14][N:16]=[N:12]2)=[CH:7][C:3]=1[C:4]([NH2:6])=[O:5].